Dataset: Merck oncology drug combination screen with 23,052 pairs across 39 cell lines. Task: Regression. Given two drug SMILES strings and cell line genomic features, predict the synergy score measuring deviation from expected non-interaction effect. Drug 1: COC1=C2CC(C)CC(OC)C(O)C(C)C=C(C)C(OC(N)=O)C(OC)C=CC=C(C)C(=O)NC(=CC1=O)C2=O. Cell line: A375. Synergy scores: synergy=22.1. Drug 2: CCc1cnn2c(NCc3ccc[n+]([O-])c3)cc(N3CCCCC3CCO)nc12.